Task: Regression. Given two drug SMILES strings and cell line genomic features, predict the synergy score measuring deviation from expected non-interaction effect.. Dataset: Merck oncology drug combination screen with 23,052 pairs across 39 cell lines (1) Drug 1: CC(=O)OC1C(=O)C2(C)C(O)CC3OCC3(OC(C)=O)C2C(OC(=O)c2ccccc2)C2(O)CC(OC(=O)C(O)C(NC(=O)c3ccccc3)c3ccccc3)C(C)=C1C2(C)C. Drug 2: CCN(CC)CCNC(=O)c1c(C)[nH]c(C=C2C(=O)Nc3ccc(F)cc32)c1C. Cell line: ES2. Synergy scores: synergy=19.1. (2) Drug 1: CN1C(=O)C=CC2(C)C3CCC4(C)C(NC(=O)OCC(F)(F)F)CCC4C3CCC12. Drug 2: CCN(CC)CCNC(=O)c1c(C)[nH]c(C=C2C(=O)Nc3ccc(F)cc32)c1C. Cell line: A2780. Synergy scores: synergy=3.89. (3) Drug 1: CN(Cc1cnc2nc(N)nc(N)c2n1)c1ccc(C(=O)NC(CCC(=O)O)C(=O)O)cc1. Drug 2: CCc1cnn2c(NCc3ccc[n+]([O-])c3)cc(N3CCCCC3CCO)nc12. Cell line: NCIH2122. Synergy scores: synergy=4.27. (4) Drug 1: CC(=O)OC1C(=O)C2(C)C(O)CC3OCC3(OC(C)=O)C2C(OC(=O)c2ccccc2)C2(O)CC(OC(=O)C(O)C(NC(=O)c3ccccc3)c3ccccc3)C(C)=C1C2(C)C. Drug 2: N#Cc1ccc(Cn2cncc2CN2CCN(c3cccc(Cl)c3)C(=O)C2)cc1. Cell line: NCIH2122. Synergy scores: synergy=-164. (5) Drug 1: CN1C(=O)C=CC2(C)C3CCC4(C)C(NC(=O)OCC(F)(F)F)CCC4C3CCC12. Drug 2: Cc1nc(Nc2ncc(C(=O)Nc3c(C)cccc3Cl)s2)cc(N2CCN(CCO)CC2)n1. Cell line: UACC62. Synergy scores: synergy=-5.41. (6) Drug 1: CC(C)CC(NC(=O)C(Cc1ccccc1)NC(=O)c1cnccn1)B(O)O. Drug 2: Cn1c(=O)n(-c2ccc(C(C)(C)C#N)cc2)c2c3cc(-c4cnc5ccccc5c4)ccc3ncc21. Cell line: SW837. Synergy scores: synergy=27.8. (7) Drug 1: CC(=O)OC1C(=O)C2(C)C(O)CC3OCC3(OC(C)=O)C2C(OC(=O)c2ccccc2)C2(O)CC(OC(=O)C(O)C(NC(=O)c3ccccc3)c3ccccc3)C(C)=C1C2(C)C. Drug 2: O=C(CCCCCCC(=O)Nc1ccccc1)NO. Cell line: PA1. Synergy scores: synergy=-7.25.